This data is from Peptide-MHC class I binding affinity with 185,985 pairs from IEDB/IMGT. The task is: Regression. Given a peptide amino acid sequence and an MHC pseudo amino acid sequence, predict their binding affinity value. This is MHC class I binding data. (1) The peptide sequence is SVFEGIRAY. The MHC is HLA-A69:01 with pseudo-sequence HLA-A69:01. The binding affinity (normalized) is 0.539. (2) The binding affinity (normalized) is 0. The peptide sequence is CGDPSSFDY. The MHC is HLA-A23:01 with pseudo-sequence HLA-A23:01. (3) The peptide sequence is ICSCGAFKV. The MHC is HLA-A02:01 with pseudo-sequence HLA-A02:01. The binding affinity (normalized) is 0.0965. (4) The peptide sequence is RLCAYCCNI. The MHC is HLA-A02:02 with pseudo-sequence HLA-A02:02. The binding affinity (normalized) is 0.706. (5) The peptide sequence is IQGTLAKAY. The MHC is HLA-B58:01 with pseudo-sequence HLA-B58:01. The binding affinity (normalized) is 0.0847. (6) The peptide sequence is LMMMLPATL. The MHC is HLA-A02:03 with pseudo-sequence HLA-A02:03. The binding affinity (normalized) is 0.825.